This data is from Reaction yield outcomes from USPTO patents with 853,638 reactions. The task is: Predict the reaction yield, written as a fraction of the theoretical maximum amount of product (1.0 means a 100% yield; for example, 0.34 means a 34% yield). (1) The reactants are O=[C:2]1[C:11]2[C:10]([C:12](OCC)=O)=[CH:9][CH:8]=[CH:7][C:6]=2[NH:5][CH:4]([C:17]2[CH:22]=[CH:21][CH:20]=[CH:19][CH:18]=2)[CH:3]1[C:23]1[N:24]([CH2:28][CH2:29][CH3:30])[CH:25]=[CH:26][N:27]=1.[OH2:31].[NH2:32][NH2:33]. The catalyst is CO. The product is [C:17]1([CH:4]2[NH:5][C:6]3[C:11]4[C:2](=[N:32][NH:33][C:12](=[O:31])[C:10]=4[CH:9]=[CH:8][CH:7]=3)[CH:3]2[C:23]2[N:24]([CH2:28][CH2:29][CH3:30])[CH:25]=[CH:26][N:27]=2)[CH:22]=[CH:21][CH:20]=[CH:19][CH:18]=1. The yield is 0.370. (2) The reactants are [F:1][C:2]([F:33])([C:17]([F:32])([F:31])[C:18]([F:30])([F:29])[C:19]([F:28])([F:27])[C:20]([F:26])([F:25])[C:21]([F:24])([F:23])[F:22])[CH2:3][CH2:4][O:5][CH2:6][CH2:7][CH2:8][CH2:9][CH2:10][CH2:11][CH2:12][CH2:13][CH2:14][CH:15]=[CH2:16].CO.[S:36]1C=CC=C1CC(O)=O.Cl.Cl.N(C(C)(C)C(N)=N)=NC(C)(C)C(N)=N.[C:61]([O:64]CC)(=O)[CH3:62].CCCCCC. No catalyst specified. The product is [F:1][C:2]([F:33])([C:17]([F:31])([F:32])[C:18]([F:29])([F:30])[C:19]([F:27])([F:28])[C:20]([F:25])([F:26])[C:21]([F:23])([F:24])[F:22])[CH2:3][CH2:4][O:5][CH2:6][CH2:7][CH2:8][CH2:9][CH2:10][CH2:11][CH2:12][CH2:13][CH2:14][CH2:15][CH2:16][S:36][C:61](=[O:64])[CH3:62]. The yield is 0.760. (3) No catalyst specified. The product is [F:1][C:2]([F:7])([F:6])[C:3]([OH:5])=[O:4].[F:8][C:9]([F:14])([F:13])[C:10]([OH:12])=[O:11].[Cl:22][C:23]1[CH:24]=[N:25][C:26]2[NH:27][C:28]3[CH:29]=[N:30][CH:31]=[C:32]([CH:54]=3)[CH2:33][CH2:34][C:35]3[CH:43]=[C:39]([NH:40][C:41]=1[N:42]=2)[CH:38]=[CH:37][C:36]=3[O:44][CH2:45][C:46]([N:47]1[CH2:52][CH2:51][N:50]([C:61]([C:58]2[CH:57]=[C:56]([CH3:55])[O:60][N:59]=2)=[O:62])[CH2:49][CH2:48]1)=[O:53]. The reactants are [F:1][C:2]([F:7])([F:6])[C:3]([OH:5])=[O:4].[F:8][C:9]([F:14])([F:13])[C:10]([OH:12])=[O:11].FC(F)(F)C(O)=O.[Cl:22][C:23]1[CH:24]=[N:25][C:26]2[NH:27][C:28]3[CH:29]=[N:30][CH:31]=[C:32]([CH:54]=3)[CH2:33][CH2:34][C:35]3[CH:43]=[C:39]([NH:40][C:41]=1[N:42]=2)[CH:38]=[CH:37][C:36]=3[O:44][CH2:45][C:46](=[O:53])[N:47]1[CH2:52][CH2:51][NH:50][CH2:49][CH2:48]1.[CH3:55][C:56]1[O:60][N:59]=[C:58]([C:61](Cl)=[O:62])[CH:57]=1. The yield is 0.800. (4) The reactants are CO.[CH:3]1[CH:8]=[CH:7][C:6]([C@@H:9]([OH:13])[C:10]([OH:12])=[O:11])=[CH:5][CH:4]=1. The catalyst is [Rh].C(O)(=O)C. The product is [CH:6]1([C@@H:9]([OH:13])[C:10]([OH:12])=[O:11])[CH2:7][CH2:8][CH2:3][CH2:4][CH2:5]1. The yield is 0.920. (5) The reactants are [CH3:1][O:2][C:3]1[CH:15]=[CH:14][C:6]([CH:7]=[C:8]2[CH2:13][CH2:12][O:11][CH2:10][CH2:9]2)=[C:5]([N+:16]([O-])=O)[CH:4]=1.[H][H]. The catalyst is CCO.[Pd]. The product is [CH3:1][O:2][C:3]1[CH:15]=[CH:14][C:6]([CH2:7][CH:8]2[CH2:13][CH2:12][O:11][CH2:10][CH2:9]2)=[C:5]([CH:4]=1)[NH2:16]. The yield is 0.940. (6) The product is [Cl:25][C:20]1[CH:21]=[CH:22][CH:23]=[CH:24][C:19]=1[N:18]1[C:14]([C:11]2[CH:12]=[CH:13][C:8]([C:4]3[CH:5]=[CH:6][CH:7]=[C:2]([NH:1][C:37](=[O:39])[CH3:38])[CH:3]=3)=[CH:9][CH:10]=2)=[CH:15][C:16]([C:26]([OH:29])([CH3:27])[CH3:28])=[N:17]1. The yield is 0.490. The reactants are [NH2:1][C:2]1[CH:3]=[C:4]([C:8]2[CH:13]=[CH:12][C:11]([C:14]3[N:18]([C:19]4[CH:24]=[CH:23][CH:22]=[CH:21][C:20]=4[Cl:25])[N:17]=[C:16]([C:26]([OH:29])([CH3:28])[CH3:27])[CH:15]=3)=[CH:10][CH:9]=2)[CH:5]=[CH:6][CH:7]=1.C(N(CC)CC)C.[C:37](Cl)(=[O:39])[CH3:38]. The catalyst is C(#N)C.